This data is from Forward reaction prediction with 1.9M reactions from USPTO patents (1976-2016). The task is: Predict the product of the given reaction. (1) Given the reactants [C:1]([NH:11][C@H:12]([C:14]([OH:16])=O)[CH3:13])([O:3][CH2:4][C:5]1[CH:10]=[CH:9][CH:8]=[CH:7][CH:6]=1)=[O:2].Cl.[CH3:18][NH:19][O:20][CH3:21].CCN(C(C)C)C(C)C.CCN=C=NCCCN(C)C.Cl.Cl, predict the reaction product. The product is: [CH3:21][O:20][N:19]([CH3:18])[C:14](=[O:16])[C@@H:12]([NH:11][C:1](=[O:2])[O:3][CH2:4][C:5]1[CH:6]=[CH:7][CH:8]=[CH:9][CH:10]=1)[CH3:13]. (2) The product is: [Cl:20][C:21]1[CH:26]=[CH:25][C:24]([CH:30]=[O:31])=[C:23]([C:2]2[CH:3]=[CH:4][C:5]([C:8]([NH:10][CH2:11][CH2:12][C:13]([O:15][C:16]([CH3:19])([CH3:18])[CH3:17])=[O:14])=[O:9])=[N:6][CH:7]=2)[CH:22]=1. Given the reactants Br[C:2]1[CH:3]=[CH:4][C:5]([C:8]([NH:10][CH2:11][CH2:12][C:13]([O:15][C:16]([CH3:19])([CH3:18])[CH3:17])=[O:14])=[O:9])=[N:6][CH:7]=1.[Cl:20][C:21]1[CH:22]=[CH:23][C:24]([CH:30]=[O:31])=[C:25](B(O)O)[CH:26]=1.C([O-])([O-])=O.[K+].[K+], predict the reaction product. (3) Given the reactants [Cl:1][C:2]1[CH:3]=[C:4]([NH:8][C:9]2[N:14]=[C:13]([C:15]([F:18])([F:17])[F:16])[C:12]([CH2:19][OH:20])=[CH:11][N:10]=2)[CH:5]=[CH:6][CH:7]=1.[C:21]1(O)[CH:26]=[CH:25][CH:24]=[CH:23][CH:22]=1.C1(P(C2C=CC=CC=2)C2C=CC=CC=2)C=CC=CC=1.N(C(OCC)=O)=NC(OCC)=O, predict the reaction product. The product is: [Cl:1][C:2]1[CH:3]=[C:4]([NH:8][C:9]2[N:14]=[C:13]([C:15]([F:17])([F:18])[F:16])[C:12]([CH2:19][O:20][C:21]3[CH:26]=[CH:25][CH:24]=[CH:23][CH:22]=3)=[CH:11][N:10]=2)[CH:5]=[CH:6][CH:7]=1. (4) Given the reactants [CH:1]1([C:7]2[CH:45]=[CH:44][C:10]([CH2:11][N:12]([C:33]3[CH:34]=[CH:35][C:36]([OH:43])=[C:37]([CH:42]=3)[C:38]([O:40]C)=[O:39])[C:13](=[O:32])[CH2:14][N:15]([CH3:31])[S:16]([C:19]3[CH:24]=[CH:23][C:22]([C:25]4[CH:30]=[CH:29][CH:28]=[CH:27][CH:26]=4)=[CH:21][CH:20]=3)(=[O:18])=[O:17])=[CH:9][CH:8]=2)[CH2:6][CH2:5][CH2:4][CH2:3][CH2:2]1.C(N(C1C=CC(O)=C(C=1)C(O)=O)C(=O)CN(CC1C=CC=CC=1)S(C1C=CC(C)=CC=1)(=O)=O)C1C=CC=CC=1.C(#N)C, predict the reaction product. The product is: [CH:1]1([C:7]2[CH:45]=[CH:44][C:10]([CH2:11][N:12]([C:33]3[CH:34]=[CH:35][C:36]([OH:43])=[C:37]([CH:42]=3)[C:38]([OH:40])=[O:39])[C:13](=[O:32])[CH2:14][N:15]([CH3:31])[S:16]([C:19]3[CH:24]=[CH:23][C:22]([C:25]4[CH:30]=[CH:29][CH:28]=[CH:27][CH:26]=4)=[CH:21][CH:20]=3)(=[O:17])=[O:18])=[CH:9][CH:8]=2)[CH2:6][CH2:5][CH2:4][CH2:3][CH2:2]1.